Regression/Classification. Given a drug SMILES string, predict its absorption, distribution, metabolism, or excretion properties. Task type varies by dataset: regression for continuous measurements (e.g., permeability, clearance, half-life) or binary classification for categorical outcomes (e.g., BBB penetration, CYP inhibition). Dataset: cyp3a4_veith. From a dataset of CYP3A4 inhibition data for predicting drug metabolism from PubChem BioAssay. The compound is O=C1OC(=O)[C@H]2[C@H]3CC[C@H](O3)[C@H]12. The result is 0 (non-inhibitor).